This data is from Catalyst prediction with 721,799 reactions and 888 catalyst types from USPTO. The task is: Predict which catalyst facilitates the given reaction. (1) Reactant: Cl[C:2]1[CH:7]=[CH:6][C:5]([C@H:8]2[CH2:13][CH2:12][C@H:11]([C:14]([O:16][CH3:17])=[O:15])[CH2:10][CH2:9]2)=[CH:4][CH:3]=1. Product: [C:5]1([C@H:8]2[CH2:9][CH2:10][C@H:11]([C:14]([O:16][CH3:17])=[O:15])[CH2:12][CH2:13]2)[CH:6]=[CH:7][CH:2]=[CH:3][CH:4]=1. The catalyst class is: 14. (2) Reactant: [CH2:1]([O:5][C:6]1[C:7](=[O:25])[C:8]2[C:9](=[O:24])[N:10]([CH2:16][C:17]3[CH:22]=[CH:21][C:20]([F:23])=[CH:19][CH:18]=3)[CH2:11][CH2:12][C:13]=2O[CH:15]=1)/[CH:2]=[CH:3]/[CH3:4].[CH2:26]([NH2:30])[CH2:27][CH:28]=[CH2:29]. Product: [CH2:26]([N:30]1[C:13]2[CH2:12][CH2:11][N:10]([CH2:16][C:17]3[CH:18]=[CH:19][C:20]([F:23])=[CH:21][CH:22]=3)[C:9](=[O:24])[C:8]=2[C:7](=[O:25])[C:6]([O:5][CH2:1]/[CH:2]=[CH:3]/[CH3:4])=[CH:15]1)[CH2:27][CH:28]=[CH2:29]. The catalyst class is: 1. (3) Reactant: [C@H:1]1([NH:10][C:11]2[C:12]3[CH:19]=[CH:18][N:17]([C@H:20]4[CH2:24][C@H:23]([OH:25])[C@H:22]([CH2:26][OH:27])[CH2:21]4)[C:13]=3[N:14]=[CH:15][N:16]=2)[C:9]2[C:4](=[CH:5][CH:6]=[CH:7][CH:8]=2)[CH2:3][CH2:2]1.C(C1C=C(C)C=C(C(C)(C)C)N=1)(C)(C)C.Cl[S:44]([NH:47][C:48](=[O:54])[O:49][C:50]([CH3:53])([CH3:52])[CH3:51])(=[O:46])=[O:45]. Product: [C@H:1]1([NH:10][C:11]2[C:12]3[CH:19]=[CH:18][N:17]([C@@H:20]4[CH2:21][C@@H:22]([CH2:26][O:27][S:44]([NH:47][C:48](=[O:54])[O:49][C:50]([CH3:52])([CH3:51])[CH3:53])(=[O:45])=[O:46])[C@@H:23]([OH:25])[CH2:24]4)[C:13]=3[N:14]=[CH:15][N:16]=2)[C:9]2[C:4](=[CH:5][CH:6]=[CH:7][CH:8]=2)[CH2:3][CH2:2]1. The catalyst class is: 751. (4) Reactant: FC(F)(F)C(O)=O.[NH2:8][CH2:9][C:10]1[CH:34]=[C:33]([F:35])[CH:32]=[CH:31][C:11]=1[CH2:12][O:13][C:14]1[CH:19]=[C:18]([CH3:20])[N:17]([C:21]2[C:26]([F:27])=[CH:25][CH:24]=[CH:23][C:22]=2[F:28])[C:16](=[O:29])[C:15]=1[Cl:30].CN1CCOCC1.[CH2:43]([O:45][C:46](Cl)=[O:47])[CH3:44]. Product: [Cl:30][C:15]1[C:16](=[O:29])[N:17]([C:21]2[C:22]([F:28])=[CH:23][CH:24]=[CH:25][C:26]=2[F:27])[C:18]([CH3:20])=[CH:19][C:14]=1[O:13][CH2:12][C:11]1[CH:31]=[CH:32][C:33]([F:35])=[CH:34][C:10]=1[CH2:9][NH:8][C:46](=[O:47])[O:45][CH2:43][CH3:44]. The catalyst class is: 44.